From a dataset of Reaction yield outcomes from USPTO patents with 853,638 reactions. Predict the reaction yield, written as a fraction of the theoretical maximum amount of product (1.0 means a 100% yield; for example, 0.34 means a 34% yield). (1) The reactants are [OH:1][CH2:2][C:3]1[C:11]2[O:10][C:9]([CH:12]([CH3:14])[CH3:13])=[CH:8][C:7]=2[CH:6]=[C:5]([C:15]#[N:16])[CH:4]=1.[CH3:17][S:18](Cl)(=[O:20])=[O:19].O.Cl. The catalyst is C(Cl)Cl. The product is [CH3:17][S:18]([O:1][CH2:2][C:3]1[C:11]2[O:10][C:9]([CH:12]([CH3:13])[CH3:14])=[CH:8][C:7]=2[CH:6]=[C:5]([C:15]#[N:16])[CH:4]=1)(=[O:20])=[O:19]. The yield is 1.00. (2) The reactants are [C:1]1([C:7]([C:19]2[CH:24]=CC=CC=2)=[N:8][NH:9][C:10]2[CH:11]=[CH:12][C:13]([F:18])=[C:14]([CH:17]=2)[C:15]#[N:16])[CH:6]=CC=C[CH:2]=1.CC(C)C(=O)CC#[N:30].Cl. The catalyst is CCO. The product is [NH2:30][C:24]1[N:9]([C:10]2[CH:11]=[CH:12][C:13]([F:18])=[C:14]([CH:17]=2)[C:15]#[N:16])[N:8]=[C:7]([CH:1]([CH3:2])[CH3:6])[CH:19]=1. The yield is 0.860. (3) The reactants are [F-].C([N+](CCCC)(CCCC)CCCC)CCC.[NH2:19][C:20]1[CH:25]=[CH:24][C:23]([C:26]2[CH:31]=[CH:30][C:29]([C:32]([F:35])([F:34])[F:33])=[CH:28][CH:27]=2)=[CH:22][C:21]=1[CH2:36][NH:37][CH2:38][CH2:39][O:40][Si](C(C)(C)C)(C)C.[O:48]1CCC[CH2:49]1. No catalyst specified. The product is [OH:40][CH2:39][CH2:38][N:37]1[CH2:36][C:21]2[C:20](=[CH:25][CH:24]=[C:23]([C:26]3[CH:27]=[CH:28][C:29]([C:32]([F:35])([F:33])[F:34])=[CH:30][CH:31]=3)[CH:22]=2)[NH:19][C:49]1=[O:48]. The yield is 0.840. (4) The product is [S:37]1[C:38]2[CH2:44][CH2:43][CH2:42][O:41][C:39]=2[N:40]=[C:36]1[C:33]1[CH:34]=[CH:35][C:30]([O:22][CH2:23][CH2:24][CH2:3][S:5][C:6]2[CH:7]=[C:8]3[C:12](=[CH:13][CH:14]=2)[C@H:11]([CH2:15][C:16]([O:18][CH2:19][CH3:20])=[O:17])[CH2:10][CH2:9]3)=[C:31]([CH2:45][CH2:46][CH3:47])[CH:32]=1. The catalyst is CN(C=O)C.[Cl-].[Na+].O. The yield is 0.330. The reactants are CN(C)[C:3]([S:5][C:6]1[CH:7]=[C:8]2[C:12](=[CH:13][CH:14]=1)[C@H:11]([CH2:15][C:16]([O:18][CH2:19][CH3:20])=[O:17])[CH2:10][CH2:9]2)=O.[O-:22][CH2:23][CH3:24].[Na+].BrCCC[C:30]1[CH:35]=[CH:34][C:33]([C:36]2[S:37][C:38]3[CH2:44][CH2:43][CH2:42][O:41][C:39]=3[N:40]=2)=[CH:32][C:31]=1[CH2:45][CH2:46][CH3:47].Cl. (5) The reactants are [NH2:1][C:2]1[CH:10]=[CH:9][C:5]([C:6]([OH:8])=[O:7])=[CH:4][C:3]=1[C:11]([OH:13])=O.[CH:14]([NH2:16])=O. The catalyst is CC(C)=O. The product is [O:13]=[C:11]1[C:3]2[C:2](=[CH:10][CH:9]=[C:5]([C:6]([OH:8])=[O:7])[CH:4]=2)[N:1]=[CH:14][NH:16]1. The yield is 0.500. (6) The reactants are [CH3:1][S:2][C:3]1[C:16]2[C:7](=[C:8]3[C:13](=[CH:14][CH:15]=2)[CH:12]=[CH:11][CH:10]=[N:9]3)[N:6]=[C:5]([CH:17]=O)[CH:4]=1.Cl.[NH2:20][OH:21].[OH-].[Na+]. The catalyst is C(O)C.O. The product is [CH3:1][S:2][C:3]1[C:16]2[C:7](=[C:8]3[C:13](=[CH:14][CH:15]=2)[CH:12]=[CH:11][CH:10]=[N:9]3)[N:6]=[C:5]([CH:17]=[N:20][OH:21])[CH:4]=1. The yield is 1.00. (7) The reactants are Cl[C:2]1[CH:3]=[C:4]([C:9]2[N:13]3[CH:14]=[CH:15][C:16]([C:19]([OH:22])([CH3:21])[CH3:20])=[C:17]([F:18])[C:12]3=[N:11][CH:10]=2)[CH:5]=[CH:6][C:7]=1[F:8].[CH:23]([C:25]1[CH:30]=[CH:29][C:28](B(O)O)=[CH:27][CH:26]=1)=[O:24]. No catalyst specified. The product is [F:8][C:7]1[CH:6]=[CH:5][C:4]([C:9]2[N:13]3[CH:14]=[CH:15][C:16]([C:19]([OH:22])([CH3:21])[CH3:20])=[C:17]([F:18])[C:12]3=[N:11][CH:10]=2)=[CH:3][C:2]=1[C:28]1[CH:29]=[CH:30][C:25]([CH:23]=[O:24])=[CH:26][CH:27]=1. The yield is 0.830.